From a dataset of Reaction yield outcomes from USPTO patents with 853,638 reactions. Predict the reaction yield, written as a fraction of the theoretical maximum amount of product (1.0 means a 100% yield; for example, 0.34 means a 34% yield). (1) The reactants are [CH3:1][O:2][C:3]1[CH:4]=[C:5]([N:12]2[CH2:17][CH2:16][CH:15]([N:18]3[CH2:23][CH2:22][P:21](=[O:25])([CH3:24])[CH2:20][CH2:19]3)[CH2:14][CH2:13]2)[CH:6]=[CH:7][C:8]=1[N+:9]([O-])=O. The catalyst is [Pd].C(O)C. The product is [CH3:1][O:2][C:3]1[CH:4]=[C:5]([N:12]2[CH2:17][CH2:16][CH:15]([N:18]3[CH2:19][CH2:20][P:21]([CH3:24])(=[O:25])[CH2:22][CH2:23]3)[CH2:14][CH2:13]2)[CH:6]=[CH:7][C:8]=1[NH2:9]. The yield is 0.980. (2) The reactants are [C:1]([OH:5])(=[O:4])[CH:2]=[CH2:3].[CH2:6]([O:10][C:11](=[O:14])[CH:12]=[CH2:13])[CH2:7][CH2:8][CH3:9]. The catalyst is O1CCOCC1. The product is [C:1]([OH:5])(=[O:4])[CH:2]=[CH2:3].[CH2:6]([O:10][C:11](=[O:14])[CH:12]=[CH2:13])[CH2:7][CH2:8][CH3:9]. The yield is 0.810. (3) The reactants are [NH2:1][C:2]1[CH:3]=[C:4]([OH:12])[C:5](=[CH:10][CH:11]=1)[C:6]([O:8][CH3:9])=[O:7].[CH:13]1[C:22]2[C:17](=[CH:18][CH:19]=[CH:20][CH:21]=2)[CH:16]=[CH:15][C:14]=1[S:23](Cl)(=[O:25])=[O:24]. No catalyst specified. The product is [OH:12][C:4]1[CH:3]=[C:2]([NH:1][S:23]([C:14]2[CH:15]=[CH:16][C:17]3[C:22](=[CH:21][CH:20]=[CH:19][CH:18]=3)[CH:13]=2)(=[O:25])=[O:24])[CH:11]=[CH:10][C:5]=1[C:6]([O:8][CH3:9])=[O:7]. The yield is 0.720.